Dataset: Full USPTO retrosynthesis dataset with 1.9M reactions from patents (1976-2016). Task: Predict the reactants needed to synthesize the given product. (1) Given the product [ClH:1].[CH3:27][NH:29][C:2]1[C:7]([NH:8][C:9](=[O:17])[CH2:10][C:11]2[CH:16]=[CH:15][CH:14]=[CH:13][CH:12]=2)=[CH:6][N:5]=[C:4]([C:18]2[CH:23]=[CH:22][CH:21]=[CH:20][CH:19]=2)[N:3]=1, predict the reactants needed to synthesize it. The reactants are: [Cl:1][C:2]1[C:7]([NH:8][C:9](=[O:17])[CH2:10][C:11]2[CH:16]=[CH:15][CH:14]=[CH:13][CH:12]=2)=[CH:6][N:5]=[C:4]([C:18]2[CH:23]=[CH:22][CH:21]=[CH:20][CH:19]=2)[N:3]=1.Cl.CN.[CH2:27]([N:29](CC)CC)C. (2) Given the product [CH3:8][C:9]1[CH:14]=[CH:13][CH:12]=[CH:11][C:10]=1[CH2:15][N:3]1[CH2:2][CH2:1][NH:6][C:4]1=[O:5], predict the reactants needed to synthesize it. The reactants are: [CH2:1]1[NH:6][C:4](=[O:5])[NH:3][CH2:2]1.Br[CH2:8][C:9]1[C:10]([CH3:15])=[CH:11][CH:12]=[CH:13][CH:14]=1.CN(C)C=O.[H-].[Na+]. (3) Given the product [N:12]1([C:17]2[CH:18]=[C:19]([NH:27][C:28]([C:29]3[CH:30]=[CH:31][C:32]([CH3:35])=[C:33]([C:2]#[C:1][C:3]4[N:7]([CH3:8])[C:6]([C:9]([NH2:11])=[O:10])=[N:5][CH:4]=4)[CH:34]=3)=[O:37])[CH:20]=[C:21]([C:23]([F:26])([F:25])[F:24])[CH:22]=2)[CH:16]=[CH:15][N:14]=[CH:13]1, predict the reactants needed to synthesize it. The reactants are: [C:1]([C:3]1[N:7]([CH3:8])[C:6]([C:9]([NH2:11])=[O:10])=[N:5][CH:4]=1)#[CH:2].[N:12]1([C:17]2[CH:18]=[C:19]([NH:27][C:28](=[O:37])[C:29]3[CH:34]=[CH:33][C:32]([CH3:35])=[C:31](I)[CH:30]=3)[CH:20]=[C:21]([C:23]([F:26])([F:25])[F:24])[CH:22]=2)[CH:16]=[CH:15][N:14]=[CH:13]1.